Binary Classification. Given a drug SMILES string, predict its activity (active/inactive) in a high-throughput screening assay against a specified biological target. From a dataset of HIV replication inhibition screening data with 41,000+ compounds from the AIDS Antiviral Screen. (1) The molecule is COC(=O)CNC(=O)Nc1cc(N2C(=O)ON3C2C(C)(C)N(O)C3(C)C)ccc1C. The result is 0 (inactive). (2) The drug is O=S1(=O)CCCCO1. The result is 0 (inactive). (3) The drug is Nc1ccc(C(=O)NN2C(=O)C(Cl)C2c2ccc(Cl)cc2)cc1. The result is 0 (inactive). (4) The compound is CCOC(=O)C(=O)Cc1nc2ccccc2n(C)c1=O. The result is 0 (inactive). (5) The compound is C#CC1(O)CCCC2=CC(=O)CCC21C. The result is 0 (inactive). (6) The molecule is CCN(CC)CCNc1ccc(CO)c2oc3cc(Cl)ccc3c(=O)c12. The result is 0 (inactive). (7) The molecule is O=C1c2cc3ccccc3cc2C2(c3ccc(Cl)cc3)NCCN12. The result is 0 (inactive).